This data is from Full USPTO retrosynthesis dataset with 1.9M reactions from patents (1976-2016). The task is: Predict the reactants needed to synthesize the given product. Given the product [CH2:15]([C:8]1[CH:9]=[CH:10][CH:11]=[C:12]([CH2:13][CH3:14])[C:7]=1[C:5]1[S:6][C:2]([CH:20]=[O:21])=[C:3]([CH3:17])[N:4]=1)[CH3:16], predict the reactants needed to synthesize it. The reactants are: Br[C:2]1[S:6][C:5]([C:7]2[C:12]([CH2:13][CH3:14])=[CH:11][CH:10]=[CH:9][C:8]=2[CH2:15][CH3:16])=[N:4][C:3]=1[CH3:17].C1C[O:21][CH2:20]C1.